From a dataset of Catalyst prediction with 721,799 reactions and 888 catalyst types from USPTO. Predict which catalyst facilitates the given reaction. (1) Reactant: [CH2:1]([O:3][C:4]1[C:8]([CH2:9][CH2:10][CH2:11][OH:12])=[CH:7][N:6]([C:13]2[CH:18]=[CH:17][C:16]([C:19]([F:22])([F:21])[F:20])=[CH:15][N:14]=2)[N:5]=1)[CH3:2].[CH2:23]([N:25]1[CH:29]=[C:28]([CH2:30][C:31]([O:33]C)=[O:32])[C:27](O)=[N:26]1)[CH3:24].C(P(CCCC)CCCC)CCC.N(C(N1CCCCC1)=O)=NC(N1CCCCC1)=O. Product: [CH2:1]([O:3][C:4]1[C:8]([CH2:9][CH2:10][CH2:11][O:12][C:27]2[C:28]([CH2:30][C:31]([OH:33])=[O:32])=[CH:29][N:25]([CH2:23][CH3:24])[N:26]=2)=[CH:7][N:6]([C:13]2[CH:18]=[CH:17][C:16]([C:19]([F:21])([F:20])[F:22])=[CH:15][N:14]=2)[N:5]=1)[CH3:2]. The catalyst class is: 7. (2) Reactant: CO[CH2:3][N:4]([CH2:10][C:11]1[CH:16]=[CH:15][CH:14]=[CH:13][CH:12]=1)[CH2:5][Si](C)(C)C.[CH3:17][C:18]1[CH:23]=[CH:22][CH:21]=[CH:20][C:19]=1/[CH:24]=[CH:25]/[N+:26]([O-:28])=[O:27].FC(F)(F)C(O)=O. Product: [CH2:10]([N:4]1[CH2:5][CH:24]([C:19]2[CH:20]=[CH:21][CH:22]=[CH:23][C:18]=2[CH3:17])[CH:25]([N+:26]([O-:28])=[O:27])[CH2:3]1)[C:11]1[CH:16]=[CH:15][CH:14]=[CH:13][CH:12]=1. The catalyst class is: 2. (3) Reactant: [NH:1]1[CH:5]=[CH:4][N:3]=[N:2]1.[CH2:6](N=[N+]=[N-])[C:7]1[CH:12]=[CH:11][CH:10]=[CH:9][CH:8]=1.C#C. Product: [CH2:6]([N:1]1[CH:5]=[CH:4][N:3]=[N:2]1)[C:7]1[CH:12]=[CH:11][CH:10]=[CH:9][CH:8]=1. The catalyst class is: 536. (4) Reactant: CC(C1C=C(C(C)C)C(C2C(P(C3CCCCC3)C3CCCCC3)=C(OC)C=CC=2OC)=C(C(C)C)C=1)C.Cl[C:40]1[CH:45]=[C:44]([O:46][C:47]2[C:56]3[C:51](=[CH:52][CH:53]=[CH:54][CH:55]=3)[C:50]([NH:57][C:58](=[O:64])[O:59][C:60]([CH3:63])([CH3:62])[CH3:61])=[CH:49][CH:48]=2)[CH:43]=[CH:42][N:41]=1.[NH2:65][C:66]1[CH:82]=[CH:81][C:69]([C:70]([NH:72][CH2:73][CH2:74][N:75]2[CH2:80][CH2:79][O:78][CH2:77][CH2:76]2)=[O:71])=[C:68]([C:83]#[C:84][Si:85]([CH:92]([CH3:94])[CH3:93])([CH:89]([CH3:91])[CH3:90])[CH:86]([CH3:88])[CH3:87])[CH:67]=1.C([O-])([O-])=O.[K+].[K+]. Product: [O:78]1[CH2:77][CH2:76][N:75]([CH2:74][CH2:73][NH:72][C:70]([C:69]2[CH:81]=[CH:82][C:66]([NH:65][C:40]3[CH:45]=[C:44]([O:46][C:47]4[C:56]5[C:51](=[CH:52][CH:53]=[CH:54][CH:55]=5)[C:50]([NH:57][C:58](=[O:64])[O:59][C:60]([CH3:62])([CH3:61])[CH3:63])=[CH:49][CH:48]=4)[CH:43]=[CH:42][N:41]=3)=[CH:67][C:68]=2[C:83]#[C:84][Si:85]([CH:92]([CH3:94])[CH3:93])([CH:89]([CH3:91])[CH3:90])[CH:86]([CH3:88])[CH3:87])=[O:71])[CH2:80][CH2:79]1. The catalyst class is: 3. (5) Reactant: FC(F)(F)C(O)=O.[NH2:8][CH:9]([CH2:14][C:15]1[CH:20]=[CH:19][C:18]([O:21][CH2:22][CH2:23][N:24]2[C:28]3[CH:29]=[CH:30][C:31]([C:33](=[O:40])[C:34]4[CH:39]=[CH:38][CH:37]=[CH:36][CH:35]=4)=[CH:32][C:27]=3[S:26][C:25]2=[O:41])=[CH:17][CH:16]=1)[C:10]([O:12][CH3:13])=[O:11].C(N(CC)CC)C.[C:49]1([CH2:55][C:56](Cl)=[O:57])[CH:54]=[CH:53][CH:52]=[CH:51][CH:50]=1. Product: [C:33]([C:31]1[CH:30]=[CH:29][C:28]2[N:24]([CH2:23][CH2:22][O:21][C:18]3[CH:17]=[CH:16][C:15]([CH2:14][CH:9]([NH:8][C:56](=[O:57])[CH2:55][C:49]4[CH:54]=[CH:53][CH:52]=[CH:51][CH:50]=4)[C:10]([O:12][CH3:13])=[O:11])=[CH:20][CH:19]=3)[C:25](=[O:41])[S:26][C:27]=2[CH:32]=1)(=[O:40])[C:34]1[CH:35]=[CH:36][CH:37]=[CH:38][CH:39]=1. The catalyst class is: 13.